This data is from M1 muscarinic receptor antagonist screen with 61,756 compounds. The task is: Binary Classification. Given a drug SMILES string, predict its activity (active/inactive) in a high-throughput screening assay against a specified biological target. (1) The drug is Clc1ccc(Cn2c3sc4c(CC(OC4)(C)C)c3c(n(c2=O)Cc2occc2)=N)cc1. The result is 0 (inactive). (2) The drug is O1c2c(OC1)ccc(c2)C(OCC(=O)N(Cc1ccccc1)C)=O. The result is 0 (inactive). (3) The compound is S1c2c(N(C(=O)C1)C)cc(NC(=O)NCCC=1CCCCC1)cc2. The result is 0 (inactive). (4) The compound is Fc1c(C(=O)NCc2cc3OCOc3cc2)c(F)c(F)c(F)c1F. The result is 0 (inactive). (5) The compound is Clc1c(N(S(=O)(=O)C)CC(=O)N2CCN(CC2)C(OCC)=O)cc(cc1)C(F)(F)F. The result is 0 (inactive).